Dataset: Experimentally validated miRNA-target interactions with 360,000+ pairs, plus equal number of negative samples. Task: Binary Classification. Given a miRNA mature sequence and a target amino acid sequence, predict their likelihood of interaction. (1) The miRNA is hsa-miR-5008-5p with sequence UGAGGCCCUUGGGGCACAGUGG. The protein sequence of the target gene is MEAEPPLYPMAGAAGPQGDEDLLGVPDGPEAPLDELVGAYPNYNEEEEERRYYRRKRLGVLKNVLAASAGGMLTYGVYLGLLQMQLILHYDETYREVKYGNMGLPDIDSKMLMGINVTPIAALLYTPVLIRFFGTKWMMFLAVGIYALFVSTNYWERYYTLVPSAVALGMAIVPLWASMGNYITRMAQKYHEYSHYKEQDGQGMKQRPPRGSHAPYLLVFQAIFYSFFHLSFACAQLPMIYFLNHYLYDLNHTLYNVQSCGTNSHGILSGFNKTVLRTLPRSGNLIVVESVLMAVAFLAM.... Result: 1 (interaction). (2) The miRNA is mmu-miR-6516-3p with sequence UCAUGUAUGAUACUGCAAACAG. The protein sequence of the target gene is MDEEENHYVSQLREVYSSCDTTGTGFLDRQELTQLCLKLHLEQQLPVLLQTLLGNDHFARVNFEEFKEGFVAVLSSNAGVRPSDEDSSSLESAASSAIPPKYVNGSKWYGRRSRPELCDAATEARRVPEQQTQASLKSHLWRSASLESVESPKSDEEAESTKEAQNELFEAQGQLQTWDSEDFGSPQKSCSPSFDTPESQIRGVWEELGVGSSGHLSEQELAVVCQSVGLQGLEKEELEDLFNKLDQDGDGKVSLEEFQLGLFSHEPALLLESSTRVKPSKAWSHYQVPEESGCHTTTTS.... Result: 0 (no interaction). (3) Result: 1 (interaction). The protein sequence of the target gene is MKFLSARDFHPVAFLGLMLVTTTAFPTSQVRRGDFTEDTTPNRPVYTTSQVGGLITHVLWEIVEMRKELCNGNSDCMNNDDALAENNLKLPEIQRNDGCYQTGYNQEICLLKISSGLLEYHSYLEYMKNNLKDNKKDKARVLQRDTETLIHIFNQEVKDLHKIVLPTPISNALLTDKLESQKEWLRTKTIQFILKSLEEFLKVTLRSTRQT. The miRNA is mmu-let-7i-5p with sequence UGAGGUAGUAGUUUGUGCUGUU. (4) The miRNA is hsa-miR-125a-3p with sequence ACAGGUGAGGUUCUUGGGAGCC. The protein sequence of the target gene is MDLEKNYPTPRTSRTGHGGVNQLGGVFVNGRPLPDVVRQRIVELAHQGVRPCDISRQLRVSHGCVSKILGRYYETGSIKPGVIGGSKPKVATPKVVEKIAEYKRQNPTMFAWEIRDRLLAERVCDNDTVPSVSSINRIIRTKVQQPPNQPVPASSHSIVSTGSVTQVSSVSTDSAGSSYSISGILGITSPSADTNKRKRDEGIQESPVPNGHSLPGRDFLRKQMRGDLFTQQQLEVLDRVFERQHYSDIFTTTEPIKPEQTTEYSAMASLAGGLDDMKANLASPTPADIGSSVPGPQSYP.... Result: 1 (interaction). (5) The miRNA is hsa-miR-5692b with sequence AAUAAUAUCACAGUAGGUGU. The protein sequence of the target gene is MSAAIAALAASYGSGSGSESDSDSESSRCPLPAADSLMHLTKSPSSKPSLAVAVDSAPEVAVKEDLETGVHLDPAVKEVQYNPTYETMFAPEFGPENPFRTQQMAAPRNMLSGYAEPAHINDFMFEQQRRTFATYGYALDPSLDNHQVSAKYIGSVEEAEKNQGLTVFETGQKKTEKRKKFKENDASNIDGFLGPWAKYVDEKDVAKPSEEEQKELDEITAKRQKKGKQEEEKPGEEKTILHVKEMYDYQGRSYLHIPQDVGVNLRSTMPPEKCYLPKKQIHVWSGHTKGVSAVRLFPLS.... Result: 0 (no interaction). (6) The miRNA is hsa-miR-548t-5p with sequence CAAAAGUGAUCGUGGUUUUUG. The protein sequence of the target gene is MRACAGSTREAGSGAQDLSTLLCLEESMEEQDEKPPEPPKACAQDSFLPQEIIIKVEGEDTGSLTIPSQEGVNFKIVTVDFTREEQGTWNPAQRTLDRDVILENHRDLVSWDLATAVGKKDSTSKQRIFDEEPANGVKIERFTRDDPWLSSCEEVDDCKDQLEKQQEKQEILLQEVAFTQRKAVIHERVCKSDETGEKSGLNSSLFSSPVIPIRNHFHKHVSHAKKWHLNAAVNSHQKINENETLYENNECGKPPQSIHLIQFTRTQTKDKCYGFSDRIQSFCHGTPLHIHEKIHGGGKT.... Result: 1 (interaction).